Dataset: Full USPTO retrosynthesis dataset with 1.9M reactions from patents (1976-2016). Task: Predict the reactants needed to synthesize the given product. (1) The reactants are: Cl[C:2]([O:4][C:5]1[CH:10]=[CH:9][CH:8]=[CH:7][CH:6]=1)=[O:3].[N:11]1[CH:16]=[CH:15][CH:14]=[CH:13][C:12]=1[NH2:17].N1C=CC=CC=1. Given the product [N:11]1[CH:16]=[CH:15][CH:14]=[CH:13][C:12]=1[NH:17][C:2](=[O:3])[O:4][C:5]1[CH:10]=[CH:9][CH:8]=[CH:7][CH:6]=1, predict the reactants needed to synthesize it. (2) Given the product [CH3:60][O:61][C:62](=[O:63])[CH:12]([CH:27]([C:36]1[CH:37]=[CH:38][C:39]([O:42][CH2:43][C:44]2[CH:45]=[CH:46][CH:47]=[CH:48][CH:49]=2)=[CH:40][CH:41]=1)[NH:28][C:29]1[CH:34]=[CH:33][C:32]([F:35])=[CH:31][CH:30]=1)[CH2:11][CH2:10][CH:9]([O:8][CH2:1][C:2]1[CH:7]=[CH:6][CH:5]=[CH:4][CH:3]=1)[C:50]1[CH:55]=[CH:54][C:53]([F:56])=[CH:52][CH:51]=1, predict the reactants needed to synthesize it. The reactants are: [CH2:1]([O:8][CH:9]([C:50]1[CH:55]=[CH:54][C:53]([F:56])=[CH:52][CH:51]=1)[CH2:10][CH2:11][CH:12]([CH:27]([C:36]1[CH:41]=[CH:40][C:39]([O:42][CH2:43][C:44]2[CH:49]=[CH:48][CH:47]=[CH:46][CH:45]=2)=[CH:38][CH:37]=1)[NH:28][C:29]1[CH:34]=[CH:33][C:32]([F:35])=[CH:31][CH:30]=1)C(N1C(C2C=CC=CC=2)COC1=O)=O)[C:2]1[CH:7]=[CH:6][CH:5]=[CH:4][CH:3]=1.C[O-].[Na+].[CH3:60][O:61][C:62](=O)[O:63]C.Cl. (3) Given the product [F:1][C:2]1[CH:3]=[C:4]([N:8]2[C@@:12]3([CH2:17][CH2:16][NH:15][C@@H:14]([CH3:28])[CH2:13]3)[C:11]([O:29][CH3:30])=[CH:10][S:9]2(=[O:32])=[O:31])[CH:5]=[CH:6][CH:7]=1, predict the reactants needed to synthesize it. The reactants are: [F:1][C:2]1[CH:3]=[C:4]([N:8]2[C@@:12]3([CH2:17][CH2:16][N:15](C(OCC4C=CC=CC=4)=O)[C@@H:14]([CH3:28])[CH2:13]3)[C:11]([O:29][CH3:30])=[CH:10][S:9]2(=[O:32])=[O:31])[CH:5]=[CH:6][CH:7]=1.FC1C=C(N2[C@@]3(CCN[C@@H](C)C3)C(O)CS2(=O)=O)C=CC=1. (4) Given the product [NH2:1][C:2]1[N:7]=[CH:6][C:5]([C:8]2[CH:9]=[CH:10][C:11]3[N:12]([CH:14]=[C:15]([NH:17][C:18](=[O:33])[CH2:19][O:20][C@H:21]4[CH2:25][CH2:24][NH:23][CH2:22]4)[N:16]=3)[N:13]=2)=[CH:4][C:3]=1[C:34]([F:35])([F:37])[F:36].[C:40]([OH:42])([C:39]([F:44])([F:43])[F:38])=[O:41], predict the reactants needed to synthesize it. The reactants are: [NH2:1][C:2]1[N:7]=[CH:6][C:5]([C:8]2[CH:9]=[CH:10][C:11]3[N:12]([CH:14]=[C:15]([NH:17][C:18](=[O:33])[CH2:19][O:20][C@H:21]4[CH2:25][CH2:24][N:23](C(OC(C)(C)C)=O)[CH2:22]4)[N:16]=3)[N:13]=2)=[CH:4][C:3]=1[C:34]([F:37])([F:36])[F:35].[F:38][C:39]([F:44])([F:43])[C:40]([OH:42])=[O:41].O. (5) Given the product [CH2:1]([O:3][C:4]1[CH:5]=[C:6]([C:13](=[O:36])[CH2:14][CH2:15][C:16]([NH:18][C:19]2[CH:28]=[C:27]([C:29]3[CH:30]=[CH:31][C:32]([O:35][CH2:39][CH2:40][N:41]4[CH2:46][CH2:45][O:44][CH2:43][CH2:42]4)=[CH:33][CH:34]=3)[C:26]3[C:21](=[CH:22][CH:23]=[CH:24][CH:25]=3)[N:20]=2)=[O:17])[CH:7]=[CH:8][C:9]=1[O:10][CH2:11][CH3:12])[CH3:2], predict the reactants needed to synthesize it. The reactants are: [CH2:1]([O:3][C:4]1[CH:5]=[C:6]([C:13](=[O:36])[CH2:14][CH2:15][C:16]([NH:18][C:19]2[CH:28]=[C:27]([C:29]3[CH:34]=[CH:33][C:32]([OH:35])=[CH:31][CH:30]=3)[C:26]3[C:21](=[CH:22][CH:23]=[CH:24][CH:25]=3)[N:20]=2)=[O:17])[CH:7]=[CH:8][C:9]=1[O:10][CH2:11][CH3:12])[CH3:2].Cl.Cl[CH2:39][CH2:40][N:41]1[CH2:46][CH2:45][O:44][CH2:43][CH2:42]1.C(=O)([O-])[O-].[K+].[K+].[I-].[K+]. (6) Given the product [C:13]([O:12][C:10](=[O:11])[NH:9][C:4]1[CH:3]=[C:2]([Br:1])[CH:7]=[CH:6][C:5]=1[NH:8][C:10]([O:12][C:13]([CH3:16])([CH3:15])[CH3:14])=[O:25])([CH3:16])([CH3:15])[CH3:14], predict the reactants needed to synthesize it. The reactants are: [Br:1][C:2]1[CH:3]=[C:4]([NH2:9])[C:5]([NH2:8])=[CH:6][CH:7]=1.[C:10](O[C:10]([O:12][C:13]([CH3:16])([CH3:15])[CH3:14])=[O:11])([O:12][C:13]([CH3:16])([CH3:15])[CH3:14])=[O:11].[OH-:25].[Na+]. (7) The reactants are: Br[CH2:2][C:3]1[CH:8]=[CH:7][C:6]([CH2:9][OH:10])=[C:5]([F:11])[CH:4]=1.[CH3:12][NH2:13]. Given the product [F:11][C:5]1[CH:4]=[C:3]([CH2:2][NH:13][CH3:12])[CH:8]=[CH:7][C:6]=1[CH2:9][OH:10], predict the reactants needed to synthesize it. (8) Given the product [C:5]([Si:2]([CH3:4])([CH3:3])[CH3:1])#[C:6][CH2:15][CH2:14][CH2:13][CH2:12][CH2:11][CH2:10][CH:9]=[CH2:8], predict the reactants needed to synthesize it. The reactants are: [CH3:1][Si:2]([C:5]#[CH:6])([CH3:4])[CH3:3].Br[CH2:8][CH2:9][CH2:10][CH2:11][CH2:12][CH2:13][CH:14]=[CH2:15].